Predict which catalyst facilitates the given reaction. From a dataset of Catalyst prediction with 721,799 reactions and 888 catalyst types from USPTO. (1) Reactant: [Cl:1][C:2]1[C:3]2[N:4]([CH:12]=[C:13]([C:15]([O:17]CC)=O)[N:14]=2)[CH:5]=[C:6]([C:8]([F:11])([F:10])[F:9])[CH:7]=1.ClC1C2[N:23](C=C(C(O)=O)N=2)C=C(C(F)(F)F)C=1.[NH4+].[OH-]. Product: [Cl:1][C:2]1[C:3]2[N:4]([CH:12]=[C:13]([C:15]([NH2:23])=[O:17])[N:14]=2)[CH:5]=[C:6]([C:8]([F:9])([F:10])[F:11])[CH:7]=1. The catalyst class is: 12. (2) Product: [F:18][C:11]1[CH:12]=[C:13]([CH:16]=[CH:17][C:10]=1[C@@H:9]1[N:5]2[CH:6]=[N:7][CH:8]=[C:4]2[C@:3]([C:25]2[CH:26]=[CH:27][C:22]([F:21])=[CH:23][CH:24]=2)([OH:19])[C:2]1([CH3:20])[CH3:1])[C:14]#[N:15]. The catalyst class is: 1. Reactant: [CH3:1][C:2]1([CH3:20])[C@H:9]([C:10]2[CH:17]=[CH:16][C:13]([C:14]#[N:15])=[CH:12][C:11]=2[F:18])[N:5]2[CH:6]=[N:7][CH:8]=[C:4]2[C:3]1=[O:19].[F:21][C:22]1[CH:27]=[CH:26][C:25]([Mg]Br)=[CH:24][CH:23]=1.CCOCC. (3) Reactant: [N:1]1([CH:6]([C:10]2[CH:15]=[CH:14][CH:13]=[CH:12][C:11]=2[CH3:16])[C:7]([OH:9])=O)[CH2:5][CH2:4][CH2:3][CH2:2]1.Cl.[I:18][C:19]1[C:27]2[C:22](=[CH:23][CH:24]=[C:25]([NH2:28])[CH:26]=2)[NH:21][N:20]=1.CN(C(ON1N=NC2C=CC=CC1=2)=[N+](C)C)C.[B-](F)(F)(F)F.CCN(C(C)C)C(C)C. Product: [I:18][C:19]1[C:27]2[C:22](=[CH:23][CH:24]=[C:25]([NH:28][C:7](=[O:9])[CH:6]([N:1]3[CH2:2][CH2:3][CH2:4][CH2:5]3)[C:10]3[CH:15]=[CH:14][CH:13]=[CH:12][C:11]=3[CH3:16])[CH:26]=2)[NH:21][N:20]=1. The catalyst class is: 3. (4) Reactant: Cl[C:2]1[N:3]=[C:4]2[CH:12]=[CH:11][N:10]=[CH:9][C:5]2=[N:6][C:7]=1[Cl:8].CCN(C(C)C)C(C)C.[C:22]([NH2:26])([CH3:25])([CH3:24])[CH3:23].[NH4+].[Cl-]. Product: [C:22]([NH:26][C:2]1[N:3]=[C:4]2[CH:12]=[CH:11][N:10]=[CH:9][C:5]2=[N:6][C:7]=1[Cl:8])([CH3:25])([CH3:24])[CH3:23]. The catalyst class is: 2. (5) Product: [C:4]([O:8][C:9]([N:11]1[CH2:16][CH2:15][CH:14]([C:17]([C:19]2[S:20][C:21]([CH2:25][O:26][CH3:27])=[CH:22][C:23]=2[Br:24])=[N:2][OH:3])[CH2:13][CH2:12]1)=[O:10])([CH3:7])([CH3:6])[CH3:5]. The catalyst class is: 17. Reactant: Cl.[NH2:2][OH:3].[C:4]([O:8][C:9]([N:11]1[CH2:16][CH2:15][CH:14]([C:17]([C:19]2[S:20][C:21]([CH2:25][O:26][CH3:27])=[CH:22][C:23]=2[Br:24])=O)[CH2:13][CH2:12]1)=[O:10])([CH3:7])([CH3:6])[CH3:5].Cl. (6) Reactant: [Br:1][C:2]1[CH:3]=[CH:4][C:5](=[O:8])[NH:6][CH:7]=1.[C:9]1(B(O)O)[CH:14]=[CH:13][CH:12]=[CH:11][CH:10]=1.C(N(CC)CC)C.N1C=CC=CC=1. Product: [Br:1][C:2]1[CH:3]=[CH:4][C:5](=[O:8])[N:6]([C:9]2[CH:14]=[CH:13][CH:12]=[CH:11][CH:10]=2)[CH:7]=1. The catalyst class is: 2. (7) Reactant: [CH2:1]([C:3]1[NH:7][N:6]=[C:5]([C:8]([F:11])([F:10])[F:9])[CH:4]=1)[CH3:2].C1C(=O)N([Br:19])C(=O)C1.C(OCC)(=O)C. Product: [Br:19][C:4]1[C:5]([C:8]([F:10])([F:11])[F:9])=[N:6][NH:7][C:3]=1[CH2:1][CH3:2]. The catalyst class is: 22.